Dataset: Drug-target binding data from BindingDB using IC50 measurements. Task: Regression. Given a target protein amino acid sequence and a drug SMILES string, predict the binding affinity score between them. We predict pIC50 (pIC50 = -log10(IC50 in M); higher means more potent). Dataset: bindingdb_ic50. (1) The compound is CNC(C)C(=O)Nc1cc(-c2c(C)ccc3ncccc23)cc(NC(=O)c2cc(Cl)ccn2)n1. The target protein sequence is AARFKTFFNWPSSVLVNPEQLASAGFYYVGNSDDVKCFCCDGGLRCWESGDDPWVQHAKWFPRCEYLIRIKGQEFIRQVQASYPHLLEQLLSTSDSPGDENAESSIIH. The pIC50 is 5.9. (2) The target protein (P0A017) has sequence MTLSILVAHDLQRVIGFENQLPWHLPNDLKHVKKLSTGHTLVMGRKTFESIGKPLPNRRNVVLTSDTSFNVEGVDVIHSIEDIYQLPGHVFIFGGQTLFEEMIDKVDDMYITVIEGKFRGDTFFPPYTFEDWEVASSVEGKLDEKNTIPHTFLHLIRKK. The drug is COc1cc(Cc2cnc(N)nc2N)cc(OC)c1OC. The pIC50 is 7.6. (3) The drug is O=[N+]([O-])c1ccc2c(CCc3c[nH]c4ccccc34)c[nH]c2c1. The target protein (P30613) has sequence MSIQENISSLQLRSWVSKSQRDLAKSILIGAPGGPAGYLRRASVAQLTQELGTAFFQQQQLPAAMADTFLEHLCLLDIDSEPVAARSTSIIATIGPASRSVERLKEMIKAGMNIARLNFSHGSHEYHAESIANVREAVESFAGSPLSYRPVAIALDTKGPEIRTGILQGGPESEVELVKGSQVLVTVDPAFRTRGNANTVWVDYPNIVRVVPVGGRIYIDDGLISLVVQKIGPEGLVTQVENGGVLGSRKGVNLPGAQVDLPGLSEQDVRDLRFGVEHGVDIVFASFVRKASDVAAVRAALGPEGHGIKIISKIENHEGVKRFDEILEVSDGIMVARGDLGIEIPAEKVFLAQKMMIGRCNLAGKPVVCATQMLESMITKPRPTRAETSDVANAVLDGADCIMLSGETAKGNFPVEAVKMQHAIAREAEAAVYHRQLFEELRRAAPLSRDPTEVTAIGAVEAAFKCCAAAIIVLTTTGRSAQLLSRYRPRAAVIAVTRSA.... The pIC50 is 4.7. (4) The small molecule is Cc1ccc(NC(=O)c2cccc(C(F)(F)F)c2)cc1C#Cc1nn(C2CCN(C)CC2)c2ncnc(N)c12. The target protein sequence is MGSNKSKPKDASQRRRSLEPAENVHGAGGGAFPASQTPSKPASADGHRGPSAAFAPAAAEPKLFGGFNSSDTVTSPQRAGPLAGGVTTFVALYDYESRTETDLSFKKGERLQIVNNTEGDWWLAHSLSTGQTGYIPSNYVAPSDSIQAEEWYFGKITRRESERLLLNAENPRGTFLVRESETTKGAYCLSVSDFDNAKGLNVKHYKIRKLDSGGFYITSRTQFNSLQQLVAYYSKHADGLCHRLTTVCPTSKPQTQGLAKDAWEIPRESLRLEVKLGQGCFGEVWMGTWNGTTRVAIKTLKPGTMSPEAFLQEAQVMKKLRHEKLVQLYAVVSEEPIYIVMEYMSKGSLLDFLKGETGKYLRLPQLVDMAAQIASGMAYVERMNYVHRDLRAANILVGENLVCKVADFGLARLIEDNEYTARQGAKFPIKWTAPEAALYGRFTIKSDVWSFGILLTELTTKGRVPYPGMVNREVLDQVERGYRMPCPPECPESLHDLMCQ.... The pIC50 is 5.4. (5) The compound is CC(C)N(c1cc(-c2ccccc2)sc1C(=O)O)C(=O)[C@H]1CC[C@H](C)CC1. The target protein sequence is SMSYTWTGALITPCAAEESKLPINALSNSLLRHHNMVYATTSRSAGLRQKKVTFDRLQVLDDHYRDVLKEMKAKASTVKAKLLSVEEACKLTPPHSAKSKFGYGAKDVRNLSSKAVNHIHSVWKDLLEDTVTPIDTTIMAKNEVFCVQPEKGGRKPARLIVFPDLGVRVCEKMALYDVVSTLPQVVMGSSYGFQYSPGQRVEFLVNTWKSKKNPMGFSYDTRCFDSTVTENDIRVEESIYQCCDLAPEARQAIKSLTERLYIGGPLTNSKGQNCGYRRCRASGVLTTSCGNTLTCYLKASAACRAAKLQDCTMLVNGDDLVVICESAGTQEDAASLRVFTEAMTRYSAPPGDPPQPEYDLELITSCSSNVSVAHDASGKRVYYLTRDPTTPLARAAWETARHTPVNSWLGNIIMYAPTLWARMILMTHFFSILLAQEQLEKALDCQIYGACYSIEPLDLPQIIERLHGLSAFSLHSYSPGEINRVASCLRKLGVAPLRVW.... The pIC50 is 7.4. (6) The drug is CC[C@@H]1C[C@H](O)[C@@H](O)[C@@H](CO)N1. The target protein sequence is MAAAYYYLFSSKKATQKLVLRASLLMLLCFLTVENVGASARRMVKSPGTEDYTRRSLLANGLGLTPPMGWNSWNHFSCNLDEKLIRETADAMASKGLAALGYKYINLDDCWAELNRDSQGNLVPKGSTFPSGIKALADYVHSKGLKLGIYSDAGTQTCSKTMPGSLGHEEQDAKTFASWGVDYLKYDNCNDNNISPKERYPIMSKALLNSGRSIFFSLCEWGDEDPATWAKEVGNSWRTTGDIDDSWSSMTSRADMNDKWASYAGPGGWNDPDMLEVGNGGMTTTEYRSHFSIWALAKAPLLIGCDIRSIDGATFQLLSNAEVIAVNQDKLGVQGKKVKTYGDLEVWAGPLSGKRVAVALWNRGSSTATITAYWSDVGLPSTAVVNARDLWAHSTEKSVKGQISAAVDAHDSKMYVLTPQ. The pIC50 is 5.2. (7) The small molecule is COC(=O)c1ccc(C(C/C=C/c2ccccc2)(Cc2ccc(C(F)(F)P(=O)(O)O)cc2)n2nnc3ccccc32)cc1. The target protein sequence is MEMEKEFEQIDKSGSWAAIYQDIRHEASDFPCRVAKLPKNKNRNRYRDVSPFDHSRIKLHQEDNDYINASLIKMEEAQRSYILTQGPLPNTCGHFWEMVWEQKSRGVVMLNRIMEKGSLKCAQYWPQKEEKEMIFEDTNLKLTLISEDIKSYYTVRQLELENLTTQETREILHFHYTTWPDFGVPESPASFLNFLFKVRESGSLSPEHGPVVVHCSAGIGRSGTFCLADTCLLLMDKRKDPSSVDIKKVLLEMRKFRMGLIQTADQLRFSYLAVIEGAKFIMGDSSVQDQWKELSHED. The pIC50 is 7.4. (8) The small molecule is CC[C@@H]1N[C@H](CO)[C@@H](O)[C@H](O)[C@@H]1O. The target protein sequence is MAKIKLKKFLYGGDYNPDQWSEDVWEQDIEFMKYYNVNAVSMPIFSWAQLQPSEDKFTFEWLDRIIDKLYSNGIHVILATPTASQPAWLSKKYPDVLPVDIHGRKRKHGARQNYCPNSPNFKNAARRIVEQMAKRYKDHPAIIMWHISNEYGPYCYCENCAKAFREWLKERYKTLDELNKRWNTAFWGHTFYDWDEIEVPSYLNEEYEYMPGRQKSSFQGLSLDYKRFMSDSLLNLYKMEVEIIKKYMPDVPVTTNLMGPFKPLDYHKWAQYMDVVSWDNYPSIKDSPHSIAFKHDLMRGLKRDQSFILMEQTPSQTNWQWYNSAKRPGMIRLLSYHAIAHGADSVLYFQWRQSVGSCEKFHSAMVPHAGHLNTRVSKELKQIGDELLRLDEILESVNKSDVALLFDWENWWALEESMGFRNDISYLEHIDSYYKALYKLKTNVDVVDPTEDLSRYKLVVAPLLYLLDSNTAKNIEEYVKNGGIFITTFLSGLVDENDRV.... The pIC50 is 4.3.